From a dataset of Peptide-MHC class I binding affinity with 185,985 pairs from IEDB/IMGT. Regression. Given a peptide amino acid sequence and an MHC pseudo amino acid sequence, predict their binding affinity value. This is MHC class I binding data. (1) The peptide sequence is IRNLVKRYK. The MHC is HLA-A26:01 with pseudo-sequence HLA-A26:01. The binding affinity (normalized) is 0.0847. (2) The MHC is HLA-A02:02 with pseudo-sequence HLA-A02:02. The peptide sequence is TPQVPLRPM. The binding affinity (normalized) is 0. (3) The peptide sequence is DYLRQAGL. The binding affinity (normalized) is 0. The MHC is H-2-Db with pseudo-sequence H-2-Db. (4) The binding affinity (normalized) is 0.0847. The MHC is HLA-B08:02 with pseudo-sequence HLA-B08:02. The peptide sequence is RIYSHIAPY. (5) The binding affinity (normalized) is 0.406. The MHC is HLA-B44:03 with pseudo-sequence HLA-B44:03. The peptide sequence is QESSFVMMSA. (6) The peptide sequence is AIFQSSMTK. The MHC is Mamu-B8301 with pseudo-sequence Mamu-B8301. The binding affinity (normalized) is 0.431. (7) The peptide sequence is TEGEGRVIL. The MHC is HLA-A11:01 with pseudo-sequence HLA-A11:01. The binding affinity (normalized) is 0.0847. (8) The peptide sequence is YQYPRDTHY. The MHC is HLA-B15:09 with pseudo-sequence HLA-B15:09. The binding affinity (normalized) is 0.0847.